This data is from Forward reaction prediction with 1.9M reactions from USPTO patents (1976-2016). The task is: Predict the product of the given reaction. Given the reactants [OH:1][C:2]1[C:7]2[CH:8]=[CH:9][CH:10]=[CH:11][C:6]=2[O:5][C:4](=[O:12])[C:3]=1[C:13](=[O:26])[CH:14]=[CH:15][C:16]1[CH:21]=[CH:20][CH:19]=[C:18]([O:22][CH2:23][C:24]#[N:25])[CH:17]=1.[H-].[Na+].S(OC)(O[CH3:33])(=O)=O, predict the reaction product. The product is: [CH3:33][O:1][C:2]1[C:7]2[CH:8]=[CH:9][CH:10]=[CH:11][C:6]=2[O:5][C:4](=[O:12])[C:3]=1[C:13](=[O:26])[CH:14]=[CH:15][C:16]1[CH:21]=[CH:20][CH:19]=[C:18]([O:22][CH2:23][C:24]#[N:25])[CH:17]=1.